This data is from Forward reaction prediction with 1.9M reactions from USPTO patents (1976-2016). The task is: Predict the product of the given reaction. Given the reactants Br[CH2:2][C:3]([O:5][CH2:6][CH3:7])=[O:4].C(=O)([O-])[O-].[K+].[K+].[CH3:14][C:15]1[C:24]2[C:19](=[CH:20][C:21]([CH3:25])=[CH:22][CH:23]=2)[C:18]([N:26]2[CH:30]=[N:29][N:28]=[C:27]2[SH:31])=[CH:17][CH:16]=1.CN(C=O)C, predict the reaction product. The product is: [CH3:14][C:15]1[C:24]2[C:19](=[CH:20][C:21]([CH3:25])=[CH:22][CH:23]=2)[C:18]([N:26]2[CH:30]=[N:29][N:28]=[C:27]2[S:31][CH2:2][C:3]([O:5][CH2:6][CH3:7])=[O:4])=[CH:17][CH:16]=1.